Binary Classification. Given a miRNA mature sequence and a target amino acid sequence, predict their likelihood of interaction. From a dataset of Experimentally validated miRNA-target interactions with 360,000+ pairs, plus equal number of negative samples. (1) The miRNA is hsa-miR-3120-3p with sequence CACAGCAAGUGUAGACAGGCA. Result: 1 (interaction). The protein sequence of the target gene is MAVSTVFSTSSLMLALSRHSLLSPLLSVTSFRRFYRGDSPTDSQKDMIEIPLPPWQERTDESIETKRARLLYESRKRGMLENCILLSLFAKEHLQHMTEKQLNLYDRLINEPSNDWDIYYWATEAKPAPEIFENEVMALLRDFAKNKNKEQRLRAPDLEYLFEKPR. (2) The miRNA is mmu-miR-465b-3p with sequence GAUCAGGGCCUUUCUAAGUAGA. The protein sequence of the target gene is MSSDRQRSDDESPSTSSGSSDADQRDPAAPEPEEQEERKPSATQQKKNTKLSSKTTAKLSTSAKRIQKELAEITLDPPPNCSAGPKGDNIYEWRSTILGPPGSVYEGGVFFLDITFSSDYPFKPPKVTFRTRIYHCNINSQGVICLDILKDNWSPALTISKVLLSICSLLTDCNPADPLVGSIATQYLTNRAEHDRIARQWTKRYAT. Result: 0 (no interaction).